This data is from Reaction yield outcomes from USPTO patents with 853,638 reactions. The task is: Predict the reaction yield, written as a fraction of the theoretical maximum amount of product (1.0 means a 100% yield; for example, 0.34 means a 34% yield). The reactants are C(OP([CH2:9][C:10]([O:12][C:13]([CH3:16])([CH3:15])[CH3:14])=[O:11])(OCC)=O)C.[C:17]([C:19]1[CH:26]=[CH:25][C:22]([CH:23]=O)=[CH:21][CH:20]=1)#[N:18]. The catalyst is C1COCC1.CC(OC)(C)C.[NH4+].[Cl-]. The product is [C:17]([C:19]1[CH:26]=[CH:25][C:22](/[CH:23]=[CH:9]/[C:10]([O:12][C:13]([CH3:14])([CH3:15])[CH3:16])=[O:11])=[CH:21][CH:20]=1)#[N:18]. The yield is 1.00.